Dataset: Forward reaction prediction with 1.9M reactions from USPTO patents (1976-2016). Task: Predict the product of the given reaction. Given the reactants [NH2:1][C:2](=[O:37])[C:3](=[O:36])[CH:4]([NH:12][C:13]([C:15]1[C:16]([N:21]2[CH:25]=[C:24]3[CH2:26][N:27](C(OC(C)(C)C)=O)[CH2:28][C:23]3=[N:22]2)=[N:17][CH:18]=[CH:19][CH:20]=1)=[O:14])[CH2:5][C:6]1[CH:11]=[CH:10][CH:9]=[CH:8][CH:7]=1.[ClH:38], predict the reaction product. The product is: [ClH:38].[NH2:1][C:2](=[O:37])[C:3](=[O:36])[CH:4]([NH:12][C:13](=[O:14])[C:15]1[CH:20]=[CH:19][CH:18]=[N:17][C:16]=1[N:21]1[CH:25]=[C:24]2[CH2:26][NH:27][CH2:28][C:23]2=[N:22]1)[CH2:5][C:6]1[CH:7]=[CH:8][CH:9]=[CH:10][CH:11]=1.